From a dataset of Full USPTO retrosynthesis dataset with 1.9M reactions from patents (1976-2016). Predict the reactants needed to synthesize the given product. (1) Given the product [C:6]([OH:8])(=[O:7])[CH3:5].[C:6]([OH:8])(=[O:7])[CH3:5].[C:6]([OH:8])(=[O:7])[CH3:5].[C:6]([OH:8])(=[O:7])[CH3:5].[OH:1][C:2]1[CH:3]=[CH:4][C:5]([C:6]([O:8][C@@H:9]2[CH2:18][C:17]3[C:12](=[CH:13][C:14]([OH:20])=[CH:15][C:16]=3[OH:19])[O:11][C@@H:10]2[C:21]2[CH:26]=[CH:25][C:24]([OH:27])=[CH:23][CH:22]=2)=[O:7])=[CH:28][CH:29]=1, predict the reactants needed to synthesize it. The reactants are: [OH:1][C:2]1[CH:29]=[CH:28][C:5]([C:6]([O:8][C@@H:9]2[CH2:18][C:17]3[C:12](=[CH:13][C:14]([OH:20])=[CH:15][C:16]=3[OH:19])[O:11][C@@H:10]2[C:21]2[CH:26]=[CH:25][C:24]([OH:27])=[CH:23][CH:22]=2)=[O:7])=[CH:4][CH:3]=1. (2) Given the product [Cl:8][C:5]1[CH:6]=[CH:7][C:2]([NH:1][S:16]([C:19]([F:22])([F:21])[F:20])(=[O:17])=[O:15])=[C:3]([C:9](=[O:14])[C:10]([CH3:11])([CH3:13])[CH3:12])[CH:4]=1, predict the reactants needed to synthesize it. The reactants are: [NH2:1][C:2]1[CH:7]=[CH:6][C:5]([Cl:8])=[CH:4][C:3]=1[C:9](=[O:14])[C:10]([CH3:13])([CH3:12])[CH3:11].[O:15](S(C(F)(F)F)(=O)=O)[S:16]([C:19]([F:22])([F:21])[F:20])(=O)=[O:17]. (3) Given the product [N:19]([S:21][C:22]1([CH2:32][C:33]([O:8][CH2:7][C:6]([CH2:9][O:10][N+:11]([O-:13])=[O:12])([CH2:14][O:15][N+:16]([O-:18])=[O:17])[CH2:5][O:4][N+:1]([O-:3])=[O:2])=[O:34])[CH:29]2[CH2:30][CH:25]3[CH2:26][CH:27]([CH2:31][CH:23]1[CH2:24]3)[CH2:28]2)=[O:20], predict the reactants needed to synthesize it. The reactants are: [N+:1]([O:4][CH2:5][C:6]([CH2:14][O:15][N+:16]([O-:18])=[O:17])([CH2:9][O:10][N+:11]([O-:13])=[O:12])[CH2:7][OH:8])([O-:3])=[O:2].[N:19]([S:21][C:22]1([CH2:32][C:33](O)=[O:34])[CH:29]2[CH2:30][CH:25]3[CH2:26][CH:27]([CH2:31][CH:23]1[CH2:24]3)[CH2:28]2)=[O:20].Cl.CN(C)CCCN=C=NCC. (4) Given the product [CH3:47][N:45]1[CH:46]=[C:42]([C:40]2[CH:39]=[N:38][C:25]3[NH:26][C:27]4[CH:28]=[N:29][C:21]([C:16]5[CH:17]=[N:18][CH:19]=[CH:20][C:15]=5[O:14][CH:11]5[CH2:10][CH2:9][NH:8][CH2:13][CH2:12]5)=[CH:22][C:23]=4[C:24]=3[CH:41]=2)[CH:43]=[N:44]1, predict the reactants needed to synthesize it. The reactants are: C(OC([N:8]1[CH2:13][CH2:12][CH:11]([O:14][C:15]2[CH:20]=[CH:19][N:18]=[CH:17][C:16]=2[C:21]2[N:29]=[CH:28][C:27]3[N:26](COCC[Si](C)(C)C)[C:25]4[N:38]=[CH:39][C:40]([C:42]5[CH:43]=[N:44][N:45]([CH3:47])[CH:46]=5)=[CH:41][C:24]=4[C:23]=3[CH:22]=2)[CH2:10][CH2:9]1)=O)(C)(C)C. (5) Given the product [Br:1][C:2]1[CH:3]=[C:4]([NH:8][C@H:9]([C:12]2[CH:17]=[CH:16][CH:15]=[CH:14][CH:13]=2)[CH2:10][NH:11][C:24]([CH:18]2[CH2:23][CH2:22][CH2:21][CH2:20][CH2:19]2)=[O:25])[CH:5]=[N:6][CH:7]=1, predict the reactants needed to synthesize it. The reactants are: [Br:1][C:2]1[CH:3]=[C:4]([NH:8][C@H:9]([C:12]2[CH:17]=[CH:16][CH:15]=[CH:14][CH:13]=2)[CH2:10][NH2:11])[CH:5]=[N:6][CH:7]=1.[CH:18]1([C:24](Cl)=[O:25])[CH2:23][CH2:22][CH2:21][CH2:20][CH2:19]1. (6) Given the product [CH2:26]([C@H:11]([NH:10][C:8](=[O:9])[C:7]1[CH:6]=[C:5]([O:4][CH2:1][CH2:2][CH3:3])[CH:35]=[C:34]([N:36]2[CH2:40][CH2:39][CH2:38][C:37]2=[O:41])[CH:33]=1)[C@@H:12]([OH:25])[CH2:13][C@H:14]([C:16](=[O:24])[NH:17][CH2:18][CH2:19][C:20]([CH3:22])([CH3:23])[CH3:21])[CH3:15])[C:27]1[CH:32]=[CH:31][CH:30]=[CH:29][CH:28]=1, predict the reactants needed to synthesize it. The reactants are: [CH2:1]([O:4][C:5]1[CH:6]=[C:7]([CH:33]=[C:34]([N:36]2[CH2:40][CH2:39][CH2:38][C:37]2=[O:41])[CH:35]=1)[C:8]([NH:10][C@@H:11]([CH2:26][C:27]1[CH:32]=[CH:31][CH:30]=[CH:29][CH:28]=1)[C@@H:12]([OH:25])[CH2:13][C@H:14]([C:16](=[O:24])[NH:17][CH2:18][CH2:19][C:20]([CH3:23])([CH3:22])[CH3:21])[CH3:15])=[O:9])[CH:2]=[CH2:3]. (7) Given the product [NH2:19][C:12]1[C:11]([C:10]([OH:22])=[O:9])=[C:16]([CH2:8][C:5]2[CH:6]=[CH:7][C:2]([F:1])=[CH:3][CH:4]=2)[C:15]([O:17][CH3:18])=[CH:14][CH:13]=1, predict the reactants needed to synthesize it. The reactants are: [F:1][C:2]1[CH:7]=[CH:6][C:5]([CH:8]2[C:16]3[C:11](=[C:12]([N+:19]([O-])=O)[CH:13]=[CH:14][C:15]=3[O:17][CH3:18])[C:10](=[O:22])[O:9]2)=[CH:4][CH:3]=1.Cl(O)(=O)(=O)=O. (8) Given the product [C:26]([O:25][C:23]([N:8]([CH:5]1[CH2:4][CH2:3][S:2](=[O:22])(=[O:1])[CH2:7][CH2:6]1)[C@@H:9]1[CH2:11][C@H:10]1[C:12]1[CH:21]=[CH:20][C:15]([C:16]([O:18][CH3:19])=[O:17])=[CH:14][CH:13]=1)=[O:24])([CH3:29])([CH3:28])[CH3:27], predict the reactants needed to synthesize it. The reactants are: [O:1]=[S:2]1(=[O:22])[CH2:7][CH2:6][CH:5]([NH:8][C@@H:9]2[CH2:11][C@H:10]2[C:12]2[CH:21]=[CH:20][C:15]([C:16]([O:18][CH3:19])=[O:17])=[CH:14][CH:13]=2)[CH2:4][CH2:3]1.[C:23](O[C:23]([O:25][C:26]([CH3:29])([CH3:28])[CH3:27])=[O:24])([O:25][C:26]([CH3:29])([CH3:28])[CH3:27])=[O:24].C(N(CC)CC)C.O. (9) Given the product [CH3:1][N:2]([CH3:19])[CH2:3][CH2:4][N:5]1[CH2:11][CH2:10][CH2:9][C:8]2[NH:12][C:13](/[CH:16]=[C:24]3\[C:25](=[O:36])[NH:26][C:27]4[C:23]\3=[CH:22][C:21]([F:20])=[C:29]([NH:30][C:31](=[O:35])[CH2:32][O:33][CH3:34])[CH:28]=4)=[C:14]([CH3:15])[C:7]=2[C:6]1=[O:18], predict the reactants needed to synthesize it. The reactants are: [CH3:1][N:2]([CH3:19])[CH2:3][CH2:4][N:5]1[CH2:11][CH2:10][CH2:9][C:8]2[NH:12][C:13]([CH:16]=O)=[C:14]([CH3:15])[C:7]=2[C:6]1=[O:18].[F:20][C:21]1[CH:22]=[C:23]2[C:27](=[CH:28][C:29]=1[NH:30][C:31](=[O:35])[CH2:32][O:33][CH3:34])[NH:26][C:25](=[O:36])[CH2:24]2.